Dataset: Forward reaction prediction with 1.9M reactions from USPTO patents (1976-2016). Task: Predict the product of the given reaction. (1) The product is: [I:11][C:8]1[N:5]2[CH:6]=[CH:7][C:2]([Cl:1])=[CH:3][C:4]2=[N:10][CH:9]=1. Given the reactants [Cl:1][C:2]1[CH:7]=[CH:6][N:5]2[CH:8]=[CH:9][N:10]=[C:4]2[CH:3]=1.[I:11]NC(=O)CCC(N)=O, predict the reaction product. (2) Given the reactants C(=O)([O-])[O-].[Cs+].[Cs+].[NH2:7][C:8]1[CH:13]=[CH:12][CH:11]=[CH:10][CH:9]=1.C1(P(C2CCCCC2)C2C=CC=CC=2C2C(C(C)C)=CC(C(C)C)=CC=2C(C)C)CCCCC1.Br[C:49]1[CH:61]=[CH:60][C:52]([C:53]([O:55][C:56]([CH3:59])([CH3:58])[CH3:57])=[O:54])=[C:51]([NH:62][C:63]([C:65]2[CH:66]=[N:67][CH:68]=[C:69]([C:71]3[CH:76]=[CH:75][CH:74]=[CH:73][CH:72]=3)[CH:70]=2)=[O:64])[CH:50]=1.C(O)(=O)CC(CC(O)=O)(C(O)=O)O, predict the reaction product. The product is: [NH:7]([C:49]1[CH:61]=[CH:60][C:52]([C:53]([O:55][C:56]([CH3:58])([CH3:57])[CH3:59])=[O:54])=[C:51]([NH:62][C:63]([C:65]2[CH:66]=[N:67][CH:68]=[C:69]([C:71]3[CH:76]=[CH:75][CH:74]=[CH:73][CH:72]=3)[CH:70]=2)=[O:64])[CH:50]=1)[C:8]1[CH:13]=[CH:12][CH:11]=[CH:10][CH:9]=1. (3) Given the reactants Br[C:2]1[CH:21]=[N:20][C:5]2[O:6][C:7]3[C:12]([N:13]4[CH2:18][CH2:17][O:16][CH2:15][CH2:14]4)=[N:11][C:10]([Cl:19])=[N:9][C:8]=3[C:4]=2[CH:3]=1.C1C=CC(P(C2C(C3C(P(C4C=CC=CC=4)C4C=CC=CC=4)=CC=C4C=3C=CC=C4)=C3C(C=CC=C3)=CC=2)C2C=CC=CC=2)=CC=1.C([O-])([O-])=O.[Cs+].[Cs+].[NH:74]1[CH2:79][CH2:78][O:77][CH2:76][CH2:75]1, predict the reaction product. The product is: [Cl:19][C:10]1[N:11]=[C:12]([N:13]2[CH2:18][CH2:17][O:16][CH2:15][CH2:14]2)[C:7]2[O:6][C:5]3[N:20]=[CH:21][C:2]([N:74]4[CH2:79][CH2:78][O:77][CH2:76][CH2:75]4)=[CH:3][C:4]=3[C:8]=2[N:9]=1. (4) Given the reactants [CH:1]([C:4]1[CH:9]=[CH:8][C:7]([OH:10])=[CH:6][CH:5]=1)([CH3:3])[CH3:2].[I:11]N1C(=O)CCC1=O.CC1C=CC(S(O)(=O)=O)=CC=1, predict the reaction product. The product is: [I:11][C:6]1[CH:5]=[C:4]([CH:1]([CH3:3])[CH3:2])[CH:9]=[CH:8][C:7]=1[OH:10]. (5) Given the reactants C1(C[O:8][NH:9][C:10](=[O:38])[CH2:11][CH2:12][CH2:13][CH2:14][CH2:15][O:16][C:17]2[CH:18]=[CH:19][C:20]3[N:24]=[C:23]([C:25]4[CH:30]=[CH:29][CH:28]=[CH:27][CH:26]=4)[N:22]([C:31]4[CH:36]=[CH:35][CH:34]=[CH:33][CH:32]=4)[C:21]=3[CH:37]=2)C=CC=CC=1, predict the reaction product. The product is: [OH:8][NH:9][C:10](=[O:38])[CH2:11][CH2:12][CH2:13][CH2:14][CH2:15][O:16][C:17]1[CH:18]=[CH:19][C:20]2[N:24]=[C:23]([C:25]3[CH:26]=[CH:27][CH:28]=[CH:29][CH:30]=3)[N:22]([C:31]3[CH:36]=[CH:35][CH:34]=[CH:33][CH:32]=3)[C:21]=2[CH:37]=1.